From a dataset of Full USPTO retrosynthesis dataset with 1.9M reactions from patents (1976-2016). Predict the reactants needed to synthesize the given product. (1) Given the product [CH3:90][CH2:89][CH2:88][CH2:87][C:86]([N:48]([C@H:44]([C:43]([OH:42])=[O:92])[CH:45]([CH2:46][C:8]([C:9]1[CH:14]=[CH:13][CH:12]=[CH:11][CH:10]=1)([C:21]1[CH:22]=[CH:23][CH:24]=[CH:25][CH:26]=1)[C:15]1[CH:16]=[CH:17][CH:18]=[CH:19][CH:20]=1)[CH3:47])[CH2:49][C:50]1[CH:51]=[CH:52][C:53]([C:56]2[C:57]([C:62]3[N:66]=[N:65][NH:64][N:63]=3)=[CH:58][CH:59]=[CH:60][CH:61]=2)=[CH:54][CH:55]=1)=[O:91], predict the reactants needed to synthesize it. The reactants are: CC(C)CC([O-])=O.[C:8](N1C(C2C=CC=CC=2B(O)O)=NN=N1)([C:21]1[CH:26]=[CH:25][CH:24]=[CH:23][CH:22]=1)([C:15]1[CH:20]=[CH:19][CH:18]=[CH:17][CH:16]=1)[C:9]1[CH:14]=[CH:13][CH:12]=[CH:11][CH:10]=1.C[O:42][C:43](=[O:92])[C@@H:44]([N:48]([C:86](=[O:91])[CH2:87][CH2:88][CH2:89][CH3:90])[CH2:49][C:50]1[CH:55]=[CH:54][C:53]([C:56]2[CH:61]=[CH:60][CH:59]=[CH:58][C:57]=2[C:62]2[N:66](C(C3C=CC=CC=3)(C3C=CC=CC=3)C3C=CC=CC=3)[N:65]=[N:64][N:63]=2)=[CH:52][CH:51]=1)[CH:45]([CH3:47])[CH3:46]. (2) Given the product [CH:8]([CH:2]1[NH:14][CH2:11][CH2:12][NH:13][C:3]1=[O:5])([CH3:9])[CH3:10], predict the reactants needed to synthesize it. The reactants are: Br[CH:2]([CH:8]([CH3:10])[CH3:9])[C:3]([O:5]CC)=O.[CH2:11]([NH2:14])[CH2:12][NH2:13].[O-]CC.[Na+]. (3) The reactants are: [C:1]([O:5][CH2:6][CH2:7][CH2:8][CH2:9][CH2:10][CH2:11][CH2:12][CH2:13][CH2:14][CH2:15][CH2:16][CH2:17][CH2:18][CH2:19][CH2:20][CH2:21][CH2:22][CH2:23][CH2:24][CH2:25][CH2:26][CH3:27])(=[O:4])[CH:2]=[CH2:3].[C:28]([O:33][CH2:34][CH2:35][CH2:36][CH2:37][CH2:38][CH2:39][CH2:40][CH2:41][CH2:42][CH2:43][CH2:44][CH3:45])(=[O:32])[C:29]([CH3:31])=[CH2:30]. Given the product [C:1]([O:5][CH2:6][CH2:7][CH2:8][CH2:9][CH2:10][CH2:11][CH2:12][CH2:13][CH2:14][CH2:15][CH2:16][CH2:17][CH2:18][CH2:19][CH2:20][CH2:21][CH2:22][CH2:23][CH2:24][CH2:25][CH2:26][CH3:27])(=[O:4])[CH:2]=[CH2:3].[C:28]([O:33][CH2:34][CH2:35][CH2:36][CH2:37][CH2:38][CH2:39][CH2:40][CH2:41][CH2:42][CH2:43][CH2:44][CH3:45])(=[O:32])[C:29]([CH3:31])=[CH2:30].[C:1]([O:5][CH:6]=[CH2:7])(=[O:4])[CH3:2], predict the reactants needed to synthesize it. (4) Given the product [F:36][C:31]1[CH:32]=[N:33][CH:34]=[CH:35][C:30]=1[C:19]1[CH:18]=[C:17]2[N:16]=[C:15]([CH2:14][CH2:13][C:10]3[CH:9]=[CH:8][C:7]([C:6]([OH:5])=[O:38])=[CH:12][CH:11]=3)[NH:23][C:22]2=[N:21][C:20]=1[C:24]1[CH:25]=[N:26][CH:27]=[CH:28][CH:29]=1, predict the reactants needed to synthesize it. The reactants are: C([O:5][C:6](=[O:38])[C:7]1[CH:12]=[CH:11][C:10]([CH2:13][CH2:14][C:15](=O)[NH:16][C:17]2[CH:18]=[C:19]([C:30]3[CH:35]=[CH:34][N:33]=[CH:32][C:31]=3[F:36])[C:20]([C:24]3[CH:25]=[N:26][CH:27]=[CH:28][CH:29]=3)=[N:21][C:22]=2[NH2:23])=[CH:9][CH:8]=1)(C)(C)C. (5) Given the product [CH3:15][CH:16]1[CH2:21][CH2:20][N:19]([C:22]([C:24]2[CH:32]=[CH:31][C:30]3[N:29]([CH2:33][CH2:34][CH3:35])[C:28]4[CH2:36][CH2:37][N:38]([CH2:43][CH2:42][C:41]([F:46])([F:45])[F:40])[CH2:39][C:27]=4[C:26]=3[CH:25]=2)=[O:23])[CH2:18][CH2:17]1, predict the reactants needed to synthesize it. The reactants are: C(O)(C(F)(F)F)=O.OC(C(F)(F)F)=O.[CH3:15][CH:16]1[CH2:21][CH2:20][N:19]([C:22]([C:24]2[CH:32]=[CH:31][C:30]3[N:29]([CH2:33][CH2:34][CH3:35])[C:28]4[CH2:36][CH2:37][NH:38][CH2:39][C:27]=4[C:26]=3[CH:25]=2)=[O:23])[CH2:18][CH2:17]1.[F:40][C:41]([F:46])([F:45])[CH2:42][CH:43]=O. (6) Given the product [Cl:1][C:2]1[CH:7]=[C:6]([C:8]([Cl:11])([F:10])[F:9])[CH:5]=[CH:4][N:3]=1, predict the reactants needed to synthesize it. The reactants are: [Cl:1][C:2]1[CH:7]=[C:6]([CH:8]([F:10])[F:9])[CH:5]=[CH:4][N:3]=1.[Cl:11]N1C(=O)N(Cl)C(=O)N(Cl)C1=O. (7) Given the product [O:1]=[C:2]1[CH2:6][CH:5]([CH3:7])[C:4]([CH3:8])([CH3:9])[CH:3]1[CH2:10][C:11]([OH:13])=[O:12], predict the reactants needed to synthesize it. The reactants are: [O:1]=[C:2]1[CH2:6][CH:5]([CH3:7])[C:4]([CH3:9])([CH3:8])[CH:3]1[CH2:10][C:11]([O:13]CC)=[O:12]. (8) Given the product [O:12]=[C:7]1[CH:6]([C:13]2[CH:22]=[CH:21][C:20]3[CH2:19][NH:18][CH2:17][CH2:16][C:15]=3[N:14]=2)[C:5]2[C:9](=[CH:10][CH:11]=[C:3]([C:1]#[N:2])[CH:4]=2)[NH:8]1, predict the reactants needed to synthesize it. The reactants are: [C:1]([C:3]1[CH:4]=[C:5]2[C:9](=[CH:10][CH:11]=1)[NH:8][C:7](=[O:12])[CH:6]2[C:13]1[CH:22]=[CH:21][C:20]2[CH2:19][N:18](C(OC(C)(C)C)=O)[CH2:17][CH2:16][C:15]=2[N:14]=1)#[N:2].